From a dataset of Forward reaction prediction with 1.9M reactions from USPTO patents (1976-2016). Predict the product of the given reaction. (1) Given the reactants C([O:8][C:9]1[CH:14]=[CH:13][C:12]([N:15]2[C:19]3=[N:20][CH:21]=[CH:22][C:23]([CH3:24])=[C:18]3[N:17]3[CH:25]=[CH:26][N:27]=[C:16]23)=[CH:11][CH:10]=1)C1C=CC=CC=1.C1COCC1, predict the reaction product. The product is: [CH3:24][C:23]1[CH:22]=[CH:21][N:20]=[C:19]2[N:15]([C:12]3[CH:13]=[CH:14][C:9]([OH:8])=[CH:10][CH:11]=3)[C:16]3[N:17]([CH:25]=[CH:26][N:27]=3)[C:18]=12. (2) Given the reactants [CH3:1][CH:2]1[CH2:7][CH2:6][NH:5][CH2:4][CH2:3]1.Cl.C(N=C=NCCCN(C)C)C.[CH3:20][O:21][C:22]1[C:23](=[O:50])[C:24]([CH3:49])=[C:25]([CH2:31][C:32]2[CH:33]=[CH:34][C:35]([O:41][CH2:42][C:43]3[CH:44]=[N:45][CH:46]=[CH:47][CH:48]=3)=[C:36]([CH:40]=2)[C:37](O)=[O:38])[C:26](=[O:30])[C:27]=1[O:28][CH3:29], predict the reaction product. The product is: [CH3:20][O:21][C:22]1[C:23](=[O:50])[C:24]([CH3:49])=[C:25]([CH2:31][C:32]2[CH:33]=[CH:34][C:35]([O:41][CH2:42][C:43]3[CH:44]=[N:45][CH:46]=[CH:47][CH:48]=3)=[C:36]([CH:40]=2)[C:37]([N:5]2[CH2:6][CH2:7][CH:2]([CH3:1])[CH2:3][CH2:4]2)=[O:38])[C:26](=[O:30])[C:27]=1[O:28][CH3:29]. (3) Given the reactants [Si:1]([O:8][CH:9]([CH2:20][O:21][C:22]1[CH:27]=[CH:26][CH:25]=[C:24]([C:28]2[N:33]=[C:32](Cl)[C:31]([CH3:35])=[C:30]([C:36]3[C:37]([CH3:42])=[N:38][O:39][C:40]=3[CH3:41])[N:29]=2)[CH:23]=1)[CH2:10][N:11]([CH3:19])[C:12](=[O:18])[O:13][C:14]([CH3:17])([CH3:16])[CH3:15])([C:4]([CH3:7])([CH3:6])[CH3:5])([CH3:3])[CH3:2].[O:43]1[CH2:48][CH2:47][CH:46]([CH2:49][OH:50])[CH2:45][CH2:44]1.C([O-])([O-])=O.[Cs+].[Cs+], predict the reaction product. The product is: [Si:1]([O:8][CH:9]([CH2:20][O:21][C:22]1[CH:27]=[CH:26][CH:25]=[C:24]([C:28]2[N:29]=[C:30]([C:36]3[C:37]([CH3:42])=[N:38][O:39][C:40]=3[CH3:41])[C:31]([CH3:35])=[C:32]([O:50][CH2:49][CH:46]3[CH2:47][CH2:48][O:43][CH2:44][CH2:45]3)[N:33]=2)[CH:23]=1)[CH2:10][N:11]([CH3:19])[C:12](=[O:18])[O:13][C:14]([CH3:17])([CH3:16])[CH3:15])([C:4]([CH3:7])([CH3:6])[CH3:5])([CH3:3])[CH3:2]. (4) Given the reactants [F:8][C:7]([F:10])([F:9])[C:6](O[C:6](=[O:11])[C:7]([F:10])([F:9])[F:8])=[O:11].[C:14]([O:18][C:19](=[O:34])[NH:20][C:21]1[CH:22]=[C:23]2[C:28](=[CH:29][CH:30]=1)[NH:27][C:26]([CH3:32])([CH3:31])[CH:25]=[C:24]2[CH3:33])([CH3:17])([CH3:16])[CH3:15], predict the reaction product. The product is: [C:14]([O:18][C:19](=[O:34])[NH:20][C:21]1[CH:22]=[C:23]2[C:28](=[CH:29][CH:30]=1)[N:27]([C:6](=[O:11])[C:7]([F:8])([F:9])[F:10])[C:26]([CH3:32])([CH3:31])[CH:25]=[C:24]2[CH3:33])([CH3:17])([CH3:15])[CH3:16].